This data is from Catalyst prediction with 721,799 reactions and 888 catalyst types from USPTO. The task is: Predict which catalyst facilitates the given reaction. Reactant: Br[CH:2]([CH:15]([CH3:17])[CH3:16])[CH2:3][N-:4][C:5]1[CH:10]=[CH:9][CH:8]=[C:7]([CH:11]([CH3:13])[CH3:12])[C:6]=1[OH:14].C(=O)([O-])[O-:19].[K+].[K+].Cl.O. Product: [CH:15]([CH:2]1[C:3](=[O:19])[NH:4][C:5]2[CH:10]=[CH:9][CH:8]=[C:7]([CH:11]([CH3:13])[CH3:12])[C:6]=2[O:14]1)([CH3:17])[CH3:16]. The catalyst class is: 9.